From a dataset of NCI-60 drug combinations with 297,098 pairs across 59 cell lines. Regression. Given two drug SMILES strings and cell line genomic features, predict the synergy score measuring deviation from expected non-interaction effect. (1) Cell line: M14. Drug 2: CN(C(=O)NC(C=O)C(C(C(CO)O)O)O)N=O. Synergy scores: CSS=-5.22, Synergy_ZIP=10.6, Synergy_Bliss=14.2, Synergy_Loewe=3.01, Synergy_HSA=2.18. Drug 1: C1=NNC2=C1C(=O)NC=N2. (2) Drug 1: CC1=C(C(CCC1)(C)C)C=CC(=CC=CC(=CC(=O)O)C)C. Drug 2: CC1=C(C(=CC=C1)Cl)NC(=O)C2=CN=C(S2)NC3=CC(=NC(=N3)C)N4CCN(CC4)CCO. Cell line: COLO 205. Synergy scores: CSS=-6.11, Synergy_ZIP=-0.123, Synergy_Bliss=-3.38, Synergy_Loewe=-5.00, Synergy_HSA=-3.47. (3) Drug 1: CC1=C(C=C(C=C1)NC2=NC=CC(=N2)N(C)C3=CC4=NN(C(=C4C=C3)C)C)S(=O)(=O)N.Cl. Drug 2: CC=C1C(=O)NC(C(=O)OC2CC(=O)NC(C(=O)NC(CSSCCC=C2)C(=O)N1)C(C)C)C(C)C. Cell line: HCT-15. Synergy scores: CSS=6.10, Synergy_ZIP=2.78, Synergy_Bliss=5.79, Synergy_Loewe=2.59, Synergy_HSA=3.73. (4) Drug 1: C1=NC2=C(N=C(N=C2N1C3C(C(C(O3)CO)O)O)F)N. Drug 2: C(CCl)NC(=O)N(CCCl)N=O. Cell line: OVCAR-5. Synergy scores: CSS=-4.00, Synergy_ZIP=0.885, Synergy_Bliss=-1.88, Synergy_Loewe=-4.09, Synergy_HSA=-4.47. (5) Cell line: 786-0. Synergy scores: CSS=54.9, Synergy_ZIP=5.47, Synergy_Bliss=7.67, Synergy_Loewe=2.93, Synergy_HSA=8.13. Drug 2: CC1=C(C(=O)C2=C(C1=O)N3CC4C(C3(C2COC(=O)N)OC)N4)N. Drug 1: C1=CC(=CC=C1CC(C(=O)O)N)N(CCCl)CCCl.Cl. (6) Drug 2: C1C(C(OC1N2C=NC(=NC2=O)N)CO)O. Synergy scores: CSS=34.9, Synergy_ZIP=2.56, Synergy_Bliss=3.60, Synergy_Loewe=-19.9, Synergy_HSA=8.03. Drug 1: C1CC(=O)NC(=O)C1N2CC3=C(C2=O)C=CC=C3N. Cell line: SW-620. (7) Drug 1: CC1OCC2C(O1)C(C(C(O2)OC3C4COC(=O)C4C(C5=CC6=C(C=C35)OCO6)C7=CC(=C(C(=C7)OC)O)OC)O)O. Drug 2: COC1=NC(=NC2=C1N=CN2C3C(C(C(O3)CO)O)O)N. Cell line: SK-OV-3. Synergy scores: CSS=9.93, Synergy_ZIP=-0.571, Synergy_Bliss=0.422, Synergy_Loewe=-33.8, Synergy_HSA=-3.48. (8) Drug 1: CN(CC1=CN=C2C(=N1)C(=NC(=N2)N)N)C3=CC=C(C=C3)C(=O)NC(CCC(=O)O)C(=O)O. Drug 2: C1=NNC2=C1C(=O)NC=N2. Cell line: CCRF-CEM. Synergy scores: CSS=62.4, Synergy_ZIP=-4.99, Synergy_Bliss=-5.44, Synergy_Loewe=-30.5, Synergy_HSA=-3.28. (9) Drug 1: C1CC(=O)NC(=O)C1N2CC3=C(C2=O)C=CC=C3N. Drug 2: C1=NC(=NC(=O)N1C2C(C(C(O2)CO)O)O)N. Cell line: U251. Synergy scores: CSS=9.07, Synergy_ZIP=-3.22, Synergy_Bliss=1.79, Synergy_Loewe=2.63, Synergy_HSA=2.77. (10) Drug 1: C1=CN(C(=O)N=C1N)C2C(C(C(O2)CO)O)O.Cl. Drug 2: CCCCCOC(=O)NC1=NC(=O)N(C=C1F)C2C(C(C(O2)C)O)O. Cell line: MDA-MB-231. Synergy scores: CSS=17.1, Synergy_ZIP=-4.49, Synergy_Bliss=0.234, Synergy_Loewe=-25.1, Synergy_HSA=-2.34.